Dataset: Reaction yield outcomes from USPTO patents with 853,638 reactions. Task: Predict the reaction yield, written as a fraction of the theoretical maximum amount of product (1.0 means a 100% yield; for example, 0.34 means a 34% yield). (1) The reactants are [NH2:1][CH:2]1[CH:6]([C:7]2[CH:12]=[CH:11][C:10]([Cl:13])=[C:9]([Cl:14])[CH:8]=2)[CH2:5][N:4]([C:15]([CH:17]2[CH2:22][CH2:21][N:20]([C:23]([C:25]3([CH3:28])[CH2:27][CH2:26]3)=[O:24])[CH2:19][CH2:18]2)=[O:16])[CH2:3]1.[CH:29](=O)[CH3:30].C([BH3-])#N.[Na+]. The catalyst is C(O)C. The product is [Cl:14][C:9]1[CH:8]=[C:7]([C@H:6]2[C@H:2]([NH:1][CH2:29][CH3:30])[CH2:3][N:4]([C:15]([CH:17]3[CH2:22][CH2:21][N:20]([C:23]([C:25]4([CH3:28])[CH2:27][CH2:26]4)=[O:24])[CH2:19][CH2:18]3)=[O:16])[CH2:5]2)[CH:12]=[CH:11][C:10]=1[Cl:13]. The yield is 0.560. (2) The reactants are [BH4-].[Na+].[C:3]1([N:9]2[C:17]([N:18]=[CH:19][C:20]3[CH:25]=[CH:24][CH:23]=[CH:22][CH:21]=3)=[C:16]3[C:11]([CH:12]=[CH:13][CH:14]=[CH:15]3)=[N:10]2)[CH:8]=[CH:7][CH:6]=[CH:5][CH:4]=1. The catalyst is C(O)C. The product is [CH2:19]([NH:18][C:17]1[N:9]([C:3]2[CH:8]=[CH:7][CH:6]=[CH:5][CH:4]=2)[N:10]=[C:11]2[C:16]=1[CH:15]=[CH:14][CH:13]=[CH:12]2)[C:20]1[CH:21]=[CH:22][CH:23]=[CH:24][CH:25]=1. The yield is 0.650. (3) The reactants are [C:1]([C:5]1[CH:10]=[C:9]([C:11]([CH3:14])([CH3:13])[CH3:12])[CH:8]=[C:7]([NH2:15])[C:6]=1[OH:16])([CH3:4])([CH3:3])[CH3:2].[BH3-][C:18]#N.[Na+].C=O. The catalyst is CO. The product is [C:1]([C:5]1[CH:10]=[C:9]([C:11]([CH3:14])([CH3:13])[CH3:12])[CH:8]=[C:7]([NH:15][CH3:18])[C:6]=1[OH:16])([CH3:4])([CH3:2])[CH3:3]. The yield is 0.150. (4) The reactants are [F:1][C:2]1[C:11]([F:12])=[CH:10][CH:9]=[C:8]2[C:3]=1[C:4](=[O:51])[NH:5][C:6]([C:13]([NH:15][CH2:16][C:17]1[CH:22]=[CH:21][CH:20]=[C:19]([O:23][CH2:24][CH2:25][O:26][C:27]3[N:31]=[CH:30][N:29](C(C4C=CC=CC=4)(C4C=CC=CC=4)C4C=CC=CC=4)[N:28]=3)[CH:18]=1)=[O:14])=[N:7]2.FC(F)(F)C(O)=O.C([SiH](CC)CC)C. The catalyst is ClCCl. The product is [F:1][C:2]1[C:11]([F:12])=[CH:10][CH:9]=[C:8]2[C:3]=1[C:4](=[O:51])[NH:5][C:6]([C:13]([NH:15][CH2:16][C:17]1[CH:22]=[CH:21][CH:20]=[C:19]([O:23][CH2:24][CH2:25][O:26][C:27]3[N:31]=[CH:30][NH:29][N:28]=3)[CH:18]=1)=[O:14])=[N:7]2. The yield is 0.840. (5) The reactants are [CH3:1][CH:2]([CH3:16])[CH2:3][C:4]([C:7]1[S:11][C:10]([C:12]([O:14][CH3:15])=[O:13])=[CH:9][CH:8]=1)=[N:5]O. The catalyst is C(C(O)=O)(F)(F)F.[Zn]. The product is [NH2:5][CH:4]([C:7]1[S:11][C:10]([C:12]([O:14][CH3:15])=[O:13])=[CH:9][CH:8]=1)[CH2:3][CH:2]([CH3:16])[CH3:1]. The yield is 0.610. (6) The reactants are [C:1]1([C:7]2[N:8]=[N:9][CH:10]=[C:11]([C:20]3[CH:25]=[CH:24][CH:23]=[CH:22][CH:21]=3)[C:12]=2[C:13]2[O:14][CH:15]=[C:16]([CH:18]=[CH2:19])[N:17]=2)[CH:6]=[CH:5][CH:4]=[CH:3][CH:2]=1.[CH3:26]O. The catalyst is [Pd]. The product is [C:1]1([C:7]2[N:8]=[N:9][CH:10]=[C:11]([C:20]3[CH:21]=[CH:22][CH:23]=[CH:24][CH:25]=3)[C:12]=2[C:13]2[O:14][CH:15]=[C:16]([CH:18]([CH3:26])[CH3:19])[N:17]=2)[CH:6]=[CH:5][CH:4]=[CH:3][CH:2]=1. The yield is 0.950.